Predict the reactants needed to synthesize the given product. From a dataset of Full USPTO retrosynthesis dataset with 1.9M reactions from patents (1976-2016). (1) Given the product [CH3:22][O:21][CH:18]1[CH2:17][CH2:16][C:13]2([CH2:14][CH2:15][CH:10]([CH2:9][OH:8])[CH2:11][CH2:12]2)[CH2:20][CH2:19]1, predict the reactants needed to synthesize it. The reactants are: C([Si]([O:8][CH2:9][CH:10]1[CH2:15][CH2:14][C:13]2([CH2:20][CH2:19][CH:18]([O:21][CH3:22])[CH2:17][CH2:16]2)[CH2:12][CH2:11]1)(C)C)(C)(C)C.[F-].C([N+](CCCC)(CCCC)CCCC)CCC.O. (2) Given the product [Br:13][CH2:14][CH2:15][CH2:16][CH2:17][CH2:18][CH2:19][O:12][CH2:11][CH2:10][CH2:9][O:8][CH2:1][C:2]1[CH:7]=[CH:6][CH:5]=[CH:4][CH:3]=1, predict the reactants needed to synthesize it. The reactants are: [CH2:1]([O:8][CH2:9][CH2:10][CH2:11][OH:12])[C:2]1[CH:7]=[CH:6][CH:5]=[CH:4][CH:3]=1.[Br:13][CH2:14][CH2:15][CH2:16][CH2:17][CH2:18][CH2:19]Br.[OH-].[Na+].